Dataset: Full USPTO retrosynthesis dataset with 1.9M reactions from patents (1976-2016). Task: Predict the reactants needed to synthesize the given product. (1) Given the product [CH:1]1([O:6][C:8]2[CH:13]=[CH:12][CH:11]=[CH:10][C:9]=2[N+:14]([O-:16])=[O:15])[CH2:5][CH2:4][CH2:3][CH2:2]1.[CH:17]1([O:22][C:23]2[CH:29]=[CH:28][CH:27]=[CH:26][C:24]=2[NH:25][C:1]([NH:30][C:31]2[S:32][CH:33]=[CH:34][N:35]=2)=[O:6])[CH2:21][CH2:20][CH2:19][CH2:18]1, predict the reactants needed to synthesize it. The reactants are: [CH:1]1([OH:6])[CH2:5][CH2:4][CH2:3][CH2:2]1.F[C:8]1[CH:13]=[CH:12][CH:11]=[CH:10][C:9]=1[N+:14]([O-:16])=[O:15].[CH:17]1([O:22][C:23]2[CH:29]=[CH:28][CH:27]=[CH:26][C:24]=2[NH2:25])[CH2:21][CH2:20][CH2:19][CH2:18]1.[NH2:30][C:31]1[S:32][CH:33]=[CH:34][N:35]=1. (2) The reactants are: Cl.Cl.[N:3]1([NH:9][C:10]([C:12]2[CH:13]=[N:14][C:15]([C:18]3[CH:23]=[CH:22][CH:21]=[CH:20][CH:19]=3)=[N:16][CH:17]=2)=[O:11])[CH2:8][CH2:7][NH:6][CH2:5][CH2:4]1.[H-].[Na+].Cl[CH2:27][C:28]([N:30]1[CH2:35][CH2:34][O:33][CH2:32][CH2:31]1)=[O:29]. Given the product [N:30]1([C:28](=[O:29])[CH2:27][N:6]2[CH2:5][CH2:4][N:3]([NH:9][C:10]([C:12]3[CH:17]=[N:16][C:15]([C:18]4[CH:19]=[CH:20][CH:21]=[CH:22][CH:23]=4)=[N:14][CH:13]=3)=[O:11])[CH2:8][CH2:7]2)[CH2:35][CH2:34][O:33][CH2:32][CH2:31]1, predict the reactants needed to synthesize it. (3) Given the product [C:23]([C:18]1[CH:19]=[CH:20][CH:21]=[CH:22][C:17]=1[O:16][C:13]1[CH:14]=[CH:15][C:10]([C:4]2[CH:5]=[CH:6][C:7]([O:8][CH3:9])=[C:2]([NH:1][S:48]([C:47]([F:60])([F:59])[F:46])(=[O:50])=[O:49])[CH:3]=2)=[CH:11][C:12]=1[NH:27][C:28]([NH:30][C:31]1[CH:32]=[CH:33][C:34]([CH3:37])=[CH:35][CH:36]=1)=[O:29])([CH3:26])([CH3:25])[CH3:24], predict the reactants needed to synthesize it. The reactants are: [NH2:1][C:2]1[CH:3]=[C:4]([C:10]2[CH:15]=[CH:14][C:13]([O:16][C:17]3[CH:22]=[CH:21][CH:20]=[CH:19][C:18]=3[C:23]([CH3:26])([CH3:25])[CH3:24])=[C:12]([NH:27][C:28]([NH:30][C:31]3[CH:36]=[CH:35][C:34]([CH3:37])=[CH:33][CH:32]=3)=[O:29])[CH:11]=2)[CH:5]=[CH:6][C:7]=1[O:8][CH3:9].N1C(C)=CC=CC=1C.[F:46][C:47]([F:60])([F:59])[S:48](O[S:48]([C:47]([F:60])([F:59])[F:46])(=[O:50])=[O:49])(=[O:50])=[O:49]. (4) Given the product [O:1]=[C:2]1[C:11]([CH:12]2[CH2:13][CH2:14][N:15]([C:18]([O:20][C@@H:21]([C:36]3[N:37]([CH2:41][C:42]4[CH:47]=[C:46]([F:48])[CH:45]=[C:44]([F:49])[CH:43]=4)[CH:38]=[CH:39][N:40]=3)[CH2:22][C:23]3[CH:24]=[C:25]4[C:29](=[C:30]([CH3:32])[CH:31]=3)[NH:28][N:27]=[CH:26]4)=[O:19])[CH2:16][CH2:17]2)=[CH:10][C:9]2[C:4](=[CH:5][CH:6]=[CH:7][CH:8]=2)[NH:3]1, predict the reactants needed to synthesize it. The reactants are: [O:1]=[C:2]1[C:11]([CH:12]2[CH2:17][CH2:16][N:15]([C:18]([O:20][CH:21]([C:36]3[N:37]([CH2:41][C:42]4[CH:47]=[C:46]([F:48])[CH:45]=[C:44]([F:49])[CH:43]=4)[CH:38]=[CH:39][N:40]=3)[CH2:22][C:23]3[CH:31]=[C:30]([CH3:32])[C:29]4[C:25](=[CH:26][N:27](COC)[N:28]=4)[CH:24]=3)=[O:19])[CH2:14][CH2:13]2)=[CH:10][C:9]2[C:4](=[CH:5][CH:6]=[CH:7][CH:8]=2)[NH:3]1.C(Cl)(=O)C. (5) Given the product [Cl:9][C:8]1[CH:3]=[N:4][C:5]([C:10]([F:12])([F:11])[F:13])=[CH:6][CH:7]=1, predict the reactants needed to synthesize it. The reactants are: N([C:3]1[C:8]([Cl:9])=[CH:7][CH:6]=[C:5]([C:10]([F:13])([F:12])[F:11])[N:4]=1)N.[OH-].[Na+].Cl[O-].[Na+]. (6) Given the product [Cl:1][C:2]1[CH:3]=[CH:4][C:5]2[N:6]([CH:8]=[C:9]([C:11]3[CH:12]=[CH:13][C:14]([CH2:18][CH3:19])=[C:15]([NH:16][C:31](=[O:32])[C:30]([CH3:35])([CH3:34])[CH3:29])[CH:17]=3)[N:10]=2)[N:7]=1, predict the reactants needed to synthesize it. The reactants are: [Cl:1][C:2]1[CH:3]=[CH:4][C:5]2[N:6]([CH:8]=[C:9]([C:11]3[CH:12]=[CH:13][C:14]([CH2:18][CH3:19])=[C:15]([CH:17]=3)[NH2:16])[N:10]=2)[N:7]=1.C(#N)C.N1C=CC=CC=1.[CH3:29][C:30]([CH3:35])([CH3:34])[C:31](Cl)=[O:32].